Dataset: Forward reaction prediction with 1.9M reactions from USPTO patents (1976-2016). Task: Predict the product of the given reaction. (1) Given the reactants C(OC([NH:8][C@@:9]1([CH3:16])[C:13]2([CH2:15][CH2:14]2)[CH2:12][NH:11][CH2:10]1)=O)(C)(C)C.F[C:18]1[C:27]([CH3:28])=[C:26]2[C:21]([C:22](=[O:36])[C:23]([C:33]([OH:35])=[O:34])=[CH:24][N:25]2[C@@H:29]2[CH2:31][C@@H:30]2[F:32])=[CH:20][CH:19]=1.C(N(CC)CC)C.C(O)(=O)CC(CC(O)=O)(C(O)=O)O, predict the reaction product. The product is: [NH2:8][C@@:9]1([CH3:16])[C:13]2([CH2:14][CH2:15]2)[CH2:12][N:11]([C:18]2[C:27]([CH3:28])=[C:26]3[C:21]([C:22](=[O:36])[C:23]([C:33]([OH:35])=[O:34])=[CH:24][N:25]3[C@@H:29]3[CH2:31][C@@H:30]3[F:32])=[CH:20][CH:19]=2)[CH2:10]1. (2) The product is: [CH2:1]([NH:3][C:4](=[O:5])[NH:6][C:7]1[N:8]=[CH:9][C:10]([C:32]2[S:33][C:34]([C:37]([O:39][CH3:40])=[O:38])=[CH:35][N:36]=2)=[C:11]([C:13]2[S:14][CH:15]=[C:16]([C:18]([F:19])([F:20])[F:21])[N:17]=2)[CH:12]=1)[CH3:2]. Given the reactants [CH2:1]([NH:3][C:4]([NH:6][C:7]1[CH:12]=[C:11]([C:13]2[S:14][CH:15]=[C:16]([C:18]([F:21])([F:20])[F:19])[N:17]=2)[C:10](B2OC(C)(C)C(C)(C)O2)=[CH:9][N:8]=1)=[O:5])[CH3:2].Br[C:32]1[S:33][C:34]([C:37]([O:39][CH3:40])=[O:38])=[CH:35][N:36]=1.C(=O)([O-])[O-].[Cs+].[Cs+], predict the reaction product.